This data is from Forward reaction prediction with 1.9M reactions from USPTO patents (1976-2016). The task is: Predict the product of the given reaction. (1) The product is: [C:1]([O:4][CH2:5][C:6]1[N:7]([CH2:31][C:30]2[CH:33]=[CH:34][C:27]([C:23]([CH3:26])([CH3:25])[CH3:24])=[CH:28][CH:29]=2)[C:8]2[C:13]([CH:14]=1)=[CH:12][C:11]([O:15][CH2:16][C:17]1[CH:22]=[CH:21][CH:20]=[CH:19][CH:18]=1)=[CH:10][CH:9]=2)(=[O:3])[CH3:2]. Given the reactants [C:1]([O:4][CH2:5][C:6]1[NH:7][C:8]2[C:13]([CH:14]=1)=[CH:12][C:11]([O:15][CH2:16][C:17]1[CH:22]=[CH:21][CH:20]=[CH:19][CH:18]=1)=[CH:10][CH:9]=2)(=[O:3])[CH3:2].[C:23]([C:27]1[CH:34]=[CH:33][C:30]([CH2:31]Br)=[CH:29][CH:28]=1)([CH3:26])([CH3:25])[CH3:24], predict the reaction product. (2) Given the reactants [NH2:1][C:2]1[C:10]2[C:5](=[N:6][CH:7]=[C:8]([Br:25])[C:9]=2[N:11]2[CH2:16][CH2:15][CH2:14][C@@H:13]([NH:17][C:18](=[O:24])[O:19][C:20]([CH3:23])([CH3:22])[CH3:21])[CH2:12]2)[NH:4][CH:3]=1.C[N:27]1[C:31](=[O:32])C[CH2:29][CH2:28]1.N1C=CC=CC=1.N(CC)=C=O, predict the reaction product. The product is: [Br:25][C:8]1[C:9]([N:11]2[CH2:16][CH2:15][CH2:14][C@@H:13]([NH:17][C:18](=[O:24])[O:19][C:20]([CH3:21])([CH3:22])[CH3:23])[CH2:12]2)=[C:10]2[C:2]([NH:1][C:31]([NH:27][CH2:28][CH3:29])=[O:32])=[CH:3][NH:4][C:5]2=[N:6][CH:7]=1. (3) Given the reactants [C:1]([O:9][C:10]([CH3:13])([CH3:12])[CH3:11])(=[O:8])[CH2:2][C:3]([O:5][CH2:6][CH3:7])=[O:4].[H-].[Na+].Cl[C:17]1[CH:22]=[CH:21][N:20]=[CH:19][C:18]=1[N+:23]([O-:25])=[O:24], predict the reaction product. The product is: [N+:23]([C:18]1[CH:19]=[N:20][CH:21]=[CH:22][C:17]=1[CH:2]([C:3]([O:5][CH2:6][CH3:7])=[O:4])[C:1]([O:9][C:10]([CH3:12])([CH3:11])[CH3:13])=[O:8])([O-:25])=[O:24]. (4) Given the reactants [NH:1]1[C:9]2[CH2:8][CH2:7][C@H:6]([C:10]([OH:12])=O)[CH2:5][C:4]=2[CH:3]=[N:2]1.CN(C(ON1N=NC2C=CC=NC1=2)=[N+](C)C)C.F[P-](F)(F)(F)(F)F.[NH2:37][C@H:38]([CH3:62])[C:39]([NH:41][C@@H:42]([CH2:53][C:54]1[CH:59]=[CH:58][C:57]([O:60][CH3:61])=[CH:56][CH:55]=1)[C:43]([O:45][CH2:46][C:47]1[CH:52]=[CH:51][CH:50]=[CH:49][CH:48]=1)=[O:44])=[O:40].CCN(C(C)C)C(C)C.C(=O)(O)[O-].[Na+], predict the reaction product. The product is: [CH3:61][O:60][C:57]1[CH:56]=[CH:55][C:54]([CH2:53][C@H:42]([NH:41][C:39](=[O:40])[C@H:38]([NH:37][C:10]([C@@H:6]2[CH2:7][CH2:8][C:9]3[NH:1][N:2]=[CH:3][C:4]=3[CH2:5]2)=[O:12])[CH3:62])[C:43]([O:45][CH2:46][C:47]2[CH:48]=[CH:49][CH:50]=[CH:51][CH:52]=2)=[O:44])=[CH:59][CH:58]=1. (5) Given the reactants C(NC([C:8]1[CH:25]=[CH:24][C:11]2[NH:12][C:13]([C:15]3[C:23]4[C:18](=CC=CC=4)[NH:17][N:16]=3)=[N:14][C:10]=2[CH:9]=1)=O)C(C)C.C1(N)C=CC=CC=1N.S(=O)(O)[O-].[Na+], predict the reaction product. The product is: [NH:17]1[CH:18]=[CH:23][C:15]([C:13]2[NH:12][C:11]3[CH:24]=[CH:25][CH:8]=[CH:9][C:10]=3[N:14]=2)=[N:16]1.